From a dataset of Experimentally validated miRNA-target interactions with 360,000+ pairs, plus equal number of negative samples. Binary Classification. Given a miRNA mature sequence and a target amino acid sequence, predict their likelihood of interaction. (1) Result: 0 (no interaction). The miRNA is hsa-miR-20b-5p with sequence CAAAGUGCUCAUAGUGCAGGUAG. The protein sequence of the target gene is MMCKAQEWLRVTALLFVARAVPAMVVPNATLLEKLLEKYMDEDGEWWTAKQRGKRAITDNDMQSILDLHNKLRSQVYPTASNMEYMTWDVELERSAESWAEMCLWEHGPASLLPSIGQNLGAHWGRYRPPTFHVQAWYDEVRDFSYPYENECDPYCPFRCSGPVCTHYTQVVWATSSRIGCAVNLCHNMNIWGQIWPKAVYLVCNYSPKGNWWGHAPYKHGRPCSACPPSFGGGCRENLCYKEGSDRYYTPREEETNEIERQQSQVHDTHVRTRSDDSDRNDVISTQQMSQIVSCEVRLR.... (2) The miRNA is rno-miR-451-5p with sequence AAACCGUUACCAUUACUGAGUU. The protein sequence of the target gene is MALLAMHSWRWAAAAAAFEKRRHSAILIRPLVSVSGSGPQWRPHQLGALGTARAYQIPESLKSITWQRLGKGNSGQFLDAAKALQVWPLIEKRTCWHGHAGGGLHTDPKEGLKDVDTRKIIKAMLSYVWPKDRPDLRARVAISLGFLGGAKAMNIVVPFMFKYAVDSLNQMSGNMLNLSDAPNTVATMATAVLIGYGVSRAGAAFFNEVRNAVFGKVAQNSIRRIAKNVFLHLHNLDLGFHLSRQTGALSKAIDRGTRGISFVLSALVFNLLPIMFEVMLVSGVLYYKCGAQFALVTLGT.... Result: 0 (no interaction). (3) The miRNA is hsa-miR-4740-3p with sequence GCCCGAGAGGAUCCGUCCCUGC. The protein sequence of the target gene is MDGIVTEVAVGVKRGSDELLSGSVLSSPNSNMSSMVVTANGNDSKKFKGEDKMDGAPSRVLHIRKLPGEVTETEVIALGLPFGKVTNILMLKGKNQAFLELATEEAAITMVNYYSAVTPHLRNQPIYIQYSNHKELKTDNTLNQRAQAVLQAVTAVQTANTPLSGTTVSESAVTPAQSPVLRIIIDNMYYPVTLDVLHQIFSKFGAVLKIITFTKNNQFQALLQYGDPVNAQQAKLALDGQNIYNACCTLRIDFSKLVNLNVKYNNDKSRDYTRPDLPSGDGQPALDPAIAAAFAKETSL.... Result: 1 (interaction).